From a dataset of Catalyst prediction with 721,799 reactions and 888 catalyst types from USPTO. Predict which catalyst facilitates the given reaction. (1) Reactant: O1CCCC1.[C:6]1([CH3:22])[CH:11]=[CH:10][C:9]([NH:12][C:13](=[S:21])[CH2:14][CH2:15][C:16]([CH3:20])([CH3:19])[CH:17]=[CH2:18])=[CH:8][CH:7]=1.II.C1CCN2C(=NCCC2)CC1. Product: [CH3:20][C:16]1([CH3:19])[C:17](=[CH2:18])[S:21][C:13](=[N:12][C:9]2[CH:8]=[CH:7][C:6]([CH3:22])=[CH:11][CH:10]=2)[CH2:14][CH2:15]1. The catalyst class is: 6. (2) Reactant: [C:1]([NH:4][C:5]1[CH:6]=[C:7]([C:11]2[CH:16]=[N:15][CH:14]=[C:13](Cl)[N:12]=2)[CH:8]=[CH:9][CH:10]=1)(=[O:3])[CH3:2].[C:18]([C:22]1[N:23]=[C:24]([NH2:27])[S:25][CH:26]=1)([CH3:21])([CH3:20])[CH3:19].C1C=CC(P(C2C(C3C(P(C4C=CC=CC=4)C4C=CC=CC=4)=CC=C4C=3C=CC=C4)=C3C(C=CC=C3)=CC=2)C2C=CC=CC=2)=CC=1.CC(C)([O-])C.[Na+]. Product: [C:18]([C:22]1[N:23]=[C:24]([NH:27][C:13]2[N:12]=[C:11]([C:7]3[CH:6]=[C:5]([NH:4][C:1](=[O:3])[CH3:2])[CH:10]=[CH:9][CH:8]=3)[CH:16]=[N:15][CH:14]=2)[S:25][CH:26]=1)([CH3:21])([CH3:20])[CH3:19]. The catalyst class is: 11. (3) Reactant: [Cl:1][C:2]1[CH:3]=[C:4]2[C:8](=[N:9][CH:10]=1)[NH:7][CH:6]=[C:5]2[CH:11]=O.[O:13]=[C:14]1[CH2:18][O:17][C:16]([NH:19][C:20]2[CH:25]=[CH:24][CH:23]=[CH:22][CH:21]=2)=[C:15]1[C:26]([O:28][CH2:29][CH3:30])=[O:27].N1CCCCC1. Product: [Cl:1][C:2]1[CH:3]=[C:4]2[C:5]([CH:11]=[C:18]3[O:17][C:16]([NH:19][C:20]4[CH:25]=[CH:24][CH:23]=[CH:22][CH:21]=4)=[C:15]([C:26]([O:28][CH2:29][CH3:30])=[O:27])[C:14]3=[O:13])=[CH:6][NH:7][C:8]2=[N:9][CH:10]=1. The catalyst class is: 8. (4) Product: [ClH:2].[Cl:2][C:3]1[CH:4]=[C:5]([CH:42]=[CH:43][C:44]=1[Cl:45])[CH2:6][C@H:7]1[CH2:11][NH:10][C@H:9]([CH2:19][CH2:20][NH:21][C:22](=[O:41])[CH2:23][S:24][C:25]2[N:26]=[CH:27][C:28]([C:31]3[CH:36]=[CH:35][C:34]([O:37][CH3:38])=[C:33]([O:39][CH3:40])[CH:32]=3)=[CH:29][N:30]=2)[CH2:8]1. Reactant: Cl.[Cl:2][C:3]1[CH:4]=[C:5]([CH:42]=[CH:43][C:44]=1[Cl:45])[CH2:6][C@H:7]1[CH2:11][N:10](C(OC(C)(C)C)=O)[C@H:9]([CH2:19][CH2:20][NH:21][C:22](=[O:41])[CH2:23][S:24][C:25]2[N:30]=[CH:29][C:28]([C:31]3[CH:36]=[CH:35][C:34]([O:37][CH3:38])=[C:33]([O:39][CH3:40])[CH:32]=3)=[CH:27][N:26]=2)[CH2:8]1.FC(F)(F)C(O)=O. The catalyst class is: 2.